From a dataset of Full USPTO retrosynthesis dataset with 1.9M reactions from patents (1976-2016). Predict the reactants needed to synthesize the given product. (1) Given the product [CH3:1][O:2][C:3]1[CH:8]=[C:7](/[N:9]=[N:10]/[C:11]2[CH:12]=[CH:13][C:14]([N+:17]([O-:19])=[O:18])=[CH:15][CH:16]=2)[C:6]([O:20][CH3:21])=[CH:5][C:4]=1/[N:22]=[N:23]/[C:24]1[CH:25]=[CH:26][C:27]([N:30]([CH3:37])[CH2:31][CH2:32][CH2:33][C:34]([NH:46][CH2:47][CH2:52][SH:66])=[O:35])=[CH:28][CH:29]=1, predict the reactants needed to synthesize it. The reactants are: [CH3:1][O:2][C:3]1[CH:8]=[C:7](/[N:9]=[N:10]/[C:11]2[CH:16]=[CH:15][C:14]([N+:17]([O-:19])=[O:18])=[CH:13][CH:12]=2)[C:6]([O:20][CH3:21])=[CH:5][C:4]=1/[N:22]=[N:23]/[C:24]1[CH:29]=[CH:28][C:27]([N:30]([CH3:37])[CH2:31][CH2:32][CH2:33][C:34](O)=[O:35])=[CH:26][CH:25]=1.CN(C(O[N:46]1N=NC2C=CC=[CH:52][C:47]1=2)=[N+](C)C)C.F[P-](F)(F)(F)(F)F.C(S)[C@@H](O)[C@H](O)C[SH:66]. (2) Given the product [CH2:1]([O:6][C:7]1[C@@H:12]([C@H:13]([CH2:15][OH:16])[OH:14])[O:11][C:9](=[O:10])[C:8]=1[O:17][CH2:38][CH2:37][CH2:36][CH2:35][CH2:34][CH2:33][CH2:32][CH2:31][CH2:30][CH2:29][CH2:28][CH2:27][CH2:26][CH2:25][CH2:24][CH3:23])[CH:2]([CH2:4][OH:5])[OH:3], predict the reactants needed to synthesize it. The reactants are: [CH2:1]([O:6][C:7]1[C@@H:12]([C@H:13]([CH2:15][OH:16])[OH:14])[O:11][C:9](=[O:10])[C:8]=1[OH:17])[CH:2]([CH2:4][OH:5])[OH:3].C(=O)([O-])O.[Na+].[CH2:23](Br)[CH2:24][CH2:25][CH2:26][CH2:27][CH2:28][CH2:29][CH2:30][CH2:31][CH2:32][CH2:33][CH2:34][CH2:35][CH2:36][CH2:37][CH3:38]. (3) Given the product [C:1]([C:5]1[CH:6]=[C:7]([CH:31]=[CH:32][CH:33]=1)[O:8][CH:9]([CH3:30])[C:10]([NH:12][C:13]1[CH:14]=[CH:15][C:16]([CH:19]([C:20]#[C:21][CH3:22])[CH2:23][C:24]([OH:26])=[O:25])=[CH:17][CH:18]=1)=[O:11])([CH3:2])([CH3:3])[CH3:4], predict the reactants needed to synthesize it. The reactants are: [C:1]([C:5]1[CH:6]=[C:7]([CH:31]=[CH:32][CH:33]=1)[O:8][CH:9]([CH3:30])[C:10]([NH:12][C:13]1[CH:18]=[CH:17][C:16]([CH:19]([CH:23](C(O)=O)[C:24]([OH:26])=[O:25])[C:20]#[C:21][CH3:22])=[CH:15][CH:14]=1)=[O:11])([CH3:4])([CH3:3])[CH3:2]. (4) Given the product [NH:23]([C:2]1[N:7]=[C:6]([CH3:8])[N:5]=[C:4]([C@@H:9]2[CH2:11][C@H:10]2[C:12]2[N:16]([CH3:17])[C:15]3[CH:18]=[CH:19][CH:20]=[CH:21][C:14]=3[N:13]=2)[CH:3]=1)[NH2:24], predict the reactants needed to synthesize it. The reactants are: Cl[C:2]1[N:7]=[C:6]([CH3:8])[N:5]=[C:4]([C@@H:9]2[CH2:11][C@H:10]2[C:12]2[N:16]([CH3:17])[C:15]3[CH:18]=[CH:19][CH:20]=[CH:21][C:14]=3[N:13]=2)[CH:3]=1.O.[NH2:23][NH2:24].C(=O)([O-])[O-].[K+].[K+]. (5) Given the product [CH:23]([C:5]1[C:6]([OH:10])=[CH:7][CH:8]=[CH:9][C:4]=1[C:3]([O:2][CH3:1])=[O:11])=[O:24], predict the reactants needed to synthesize it. The reactants are: [CH3:1][O:2][C:3](=[O:11])[C:4]1[CH:9]=[CH:8][CH:7]=[C:6]([OH:10])[CH:5]=1.C1N2CN3CN(C2)CN1C3.O.[C:23]([O-])([O-])=[O:24].[K+].[K+]. (6) The reactants are: [OH-].[Na+].[Cl:3][C:4]1[CH:5]=[C:6](N)[C:7](=[CH:11][CH:12]=1)[C:8]([OH:10])=[O:9].[N+]([O-])([O-])=O.[Na+].Cl.C([O-])(=O)C.[K+].[S:25](S([O-])=O)([O-])=O.[Na+].[Na+]. Given the product [Cl:3][C:4]1[CH:12]=[CH:11][C:7]([C:8]([OH:10])=[O:9])=[C:6]([SH:25])[CH:5]=1, predict the reactants needed to synthesize it. (7) Given the product [CH:1]1([CH2:4][N:5]([CH2:15][CH2:16][CH3:17])[C:6]2[N:11]=[CH:10][N:9]=[C:8]([C:12]([NH:36][C:35]3[CH:37]=[CH:38][C:39]([N:40]4[CH2:41][CH2:42][O:43][CH2:44][CH2:45]4)=[C:33]([F:32])[CH:34]=3)=[O:14])[CH:7]=2)[CH2:2][CH2:3]1, predict the reactants needed to synthesize it. The reactants are: [CH:1]1([CH2:4][N:5]([CH2:15][CH2:16][CH3:17])[C:6]2[N:11]=[CH:10][N:9]=[C:8]([C:12]([OH:14])=O)[CH:7]=2)[CH2:3][CH2:2]1.C(N(C(C)C)CC)(C)C.ClC(OC)=O.[F:32][C:33]1[CH:34]=[C:35]([CH:37]=[CH:38][C:39]=1[N:40]1[CH2:45][CH2:44][O:43][CH2:42][CH2:41]1)[NH2:36]. (8) Given the product [CH3:1][O:2][C:3]1[CH:4]=[C:5]2[C:10](=[CH:11][CH:12]=1)[N:9]=[C:8]([C:13]1[CH:14]=[N:15][CH:16]=[CH:17][CH:18]=1)[N:7]=[C:6]2[N:19]1[C:27]2[C:22](=[CH:23][C:24]([NH:28][C:38](=[O:39])[CH2:37][CH:36]([CH3:41])[CH3:35])=[CH:25][CH:26]=2)[CH2:21][CH2:20]1, predict the reactants needed to synthesize it. The reactants are: [CH3:1][O:2][C:3]1[CH:4]=[C:5]2[C:10](=[CH:11][CH:12]=1)[N:9]=[C:8]([C:13]1[CH:14]=[N:15][CH:16]=[CH:17][CH:18]=1)[N:7]=[C:6]2[N:19]1[C:27]2[C:22](=[CH:23][C:24]([NH2:28])=[CH:25][CH:26]=2)[CH2:21][CH2:20]1.N1C=CC=CC=1.[CH3:35][CH:36]([CH3:41])[CH2:37][C:38](Cl)=[O:39]. (9) Given the product [Cl:24][C:25]([Cl:29])([Cl:28])[CH2:26][O:17][C:16](=[O:18])[CH:15]([O:19][CH2:20][CH3:21])[CH2:14][C:11]1[CH:12]=[CH:13][C:8]([C:7]([CH3:22])([CH3:23])[O:6][SiH2:5][C:1]([CH3:3])([CH3:4])[CH3:2])=[CH:9][CH:10]=1, predict the reactants needed to synthesize it. The reactants are: [C:1]([SiH2:5][O:6][C:7]([CH3:23])([CH3:22])[C:8]1[CH:13]=[CH:12][C:11]([CH2:14][CH:15]([O:19][CH2:20][CH3:21])[C:16]([OH:18])=[O:17])=[CH:10][CH:9]=1)([CH3:4])([CH3:3])[CH3:2].[Cl:24][C:25]([Cl:29])([Cl:28])[CH2:26]O.C(Cl)CCl.Cl.